Dataset: Full USPTO retrosynthesis dataset with 1.9M reactions from patents (1976-2016). Task: Predict the reactants needed to synthesize the given product. Given the product [NH2:22][CH:23]1[C:37](=[O:38])[N:36]2[CH2:14][C@H:12]([O:11][C:9]3[C:62]4[S:61][CH:59]=[CH:58][C:57]=4[N:56]=[C:55]([C:51]4[N:50]([CH3:49])[CH:54]=[CH:53][N:52]=4)[N:8]=3)[CH2:13][C@H:35]2[C:34](=[O:43])[NH:33][C@:32]2([C:45]([O:47][CH3:48])=[O:46])[CH2:44][C@H:31]2[CH:30]=[CH:29][CH2:28][CH2:27][CH2:26][CH2:25][CH2:24]1, predict the reactants needed to synthesize it. The reactants are: [CH3:13][CH:12]([O:11][C:9](/[N:8]=[N:8]/[C:9]([O:11][CH:12]([CH3:14])[CH3:13])=O)=O)[CH3:14].C(OC([NH:22][CH:23]1[C:37](=[O:38])[N:36]2C[C@@H](O)C[C@H:35]2[C:34](=[O:43])[NH:33][C@:32]2([C:45]([O:47][CH3:48])=[O:46])[CH2:44][C@H:31]2[CH:30]=[CH:29][CH2:28][CH2:27][CH2:26][CH2:25][CH2:24]1)=O)(C)(C)C.[CH3:49][N:50]1[CH:54]=[CH:53][N:52]=[C:51]1[C:55]1[N:56]=[C:57](O)[C:58]2C=[CH:62][S:61][C:59]=2N=1.C1(P(C2C=CC=CC=2)C2C=CC=CC=2)C=CC=CC=1.